From a dataset of Peptide-MHC class II binding affinity with 134,281 pairs from IEDB. Regression. Given a peptide amino acid sequence and an MHC pseudo amino acid sequence, predict their binding affinity value. This is MHC class II binding data. (1) The peptide sequence is SRVLNYDFNKLTALA. The MHC is DRB1_0701 with pseudo-sequence DRB1_0701. The binding affinity (normalized) is 0.533. (2) The peptide sequence is EADYSQIPISINYRT. The MHC is DRB1_0901 with pseudo-sequence DRB1_0901. The binding affinity (normalized) is 0.369. (3) The peptide sequence is AMRVTKDTNDNNLYK. The MHC is DRB5_0101 with pseudo-sequence DRB5_0101. The binding affinity (normalized) is 0.157. (4) The peptide sequence is ESWGAIWRIDT. The MHC is DRB1_1101 with pseudo-sequence DRB1_1101. The binding affinity (normalized) is 0.576. (5) The peptide sequence is FKPFAEYKSDYVYEP. The MHC is DRB1_0301 with pseudo-sequence DRB1_0301. The binding affinity (normalized) is 0.153.